Dataset: Reaction yield outcomes from USPTO patents with 853,638 reactions. Task: Predict the reaction yield, written as a fraction of the theoretical maximum amount of product (1.0 means a 100% yield; for example, 0.34 means a 34% yield). (1) The reactants are C(OC(=O)[NH:7][C:8]1[CH:9]=[N:10][C:11]([CH3:14])=[CH:12][CH:13]=1)(C)(C)C.[N:16]([O-])=O.[Na+].O.O.[Sn](Cl)Cl.[OH-].[Na+]. The catalyst is O.Cl.CO.C(Cl)(Cl)Cl. The product is [NH:7]([C:8]1[CH:13]=[CH:12][C:11]([CH3:14])=[N:10][CH:9]=1)[NH2:16]. The yield is 0.450. (2) The yield is 0.640. The catalyst is ClCCCl.C(Cl)Cl. The reactants are [C:1]([C:3]1[C:4]([NH:17][NH:18][C:19](=O)[CH2:20][CH:21]2[CH2:23][CH2:22]2)=[N:5][CH:6]=[CH:7][C:8]=1OCC1C=CC=CC=1)#[N:2].O(Cl)[Cl:26].[P+5]. The product is [Cl:26][C:8]1[CH:7]=[CH:6][N:5]2[C:19]([CH2:20][CH:21]3[CH2:23][CH2:22]3)=[N:18][N:17]=[C:4]2[C:3]=1[C:1]#[N:2]. (3) The reactants are [C:1]([N:9]1[C:17]2[C:12](=[CH:13][CH:14]=[CH:15][CH:16]=2)[C:11]([C:18]([O:20]C(C)(C)C)=[O:19])=[C:10]1[CH3:25])(=[O:8])[C:2]1[CH:7]=[CH:6][CH:5]=[CH:4][CH:3]=1.O.[OH-].[Li+].O1CCCC1.CO. The catalyst is O. The product is [C:1]([N:9]1[C:17]2[C:12](=[CH:13][CH:14]=[CH:15][CH:16]=2)[C:11]([C:18]([OH:20])=[O:19])=[C:10]1[CH3:25])(=[O:8])[C:2]1[CH:3]=[CH:4][CH:5]=[CH:6][CH:7]=1. The yield is 0.720.